Dataset: Catalyst prediction with 721,799 reactions and 888 catalyst types from USPTO. Task: Predict which catalyst facilitates the given reaction. (1) Reactant: [CH2:1]([O:3][C:4]1[CH:5]=[C:6]([N:10]2[CH:14]=[C:13]([C:15]([O:17]CC)=[O:16])[N:12]=[C:11]2[C:20]2[CH:25]=[CH:24][C:23]([F:26])=[CH:22][C:21]=2[F:27])[CH:7]=[CH:8][CH:9]=1)[CH3:2].[OH-].[Na+].Cl. Product: [CH2:1]([O:3][C:4]1[CH:5]=[C:6]([N:10]2[CH:14]=[C:13]([C:15]([OH:17])=[O:16])[N:12]=[C:11]2[C:20]2[CH:25]=[CH:24][C:23]([F:26])=[CH:22][C:21]=2[F:27])[CH:7]=[CH:8][CH:9]=1)[CH3:2]. The catalyst class is: 670. (2) Reactant: [CH3:1][C:2]1[CH:3]=[CH:4][S:5][C:6]=1[C:7]([C:20]1[S:24][CH:23]=[CH:22][C:21]=1[CH3:25])=[CH:8][CH2:9][CH2:10][N:11]1[CH2:16][C@H:15]([C:17]([OH:19])=[O:18])[CH2:14][CH2:13][CH2:12]1.C(Cl)(Cl)[Cl:27].Cl. Product: [CH3:25][C:21]1[CH:22]=[CH:23][S:24][C:20]=1[C:7]([C:6]1[S:5][CH:4]=[CH:3][C:2]=1[CH3:1])=[CH:8][CH2:9][CH2:10][N:11]1[CH2:16][C@H:15]([C:17]([OH:19])=[O:18])[CH2:14][CH2:13][CH2:12]1.[ClH:27]. The catalyst class is: 98.